This data is from hERG potassium channel inhibition data for cardiac toxicity prediction from Karim et al.. The task is: Regression/Classification. Given a drug SMILES string, predict its toxicity properties. Task type varies by dataset: regression for continuous values (e.g., LD50, hERG inhibition percentage) or binary classification for toxic/non-toxic outcomes (e.g., AMES mutagenicity, cardiotoxicity, hepatotoxicity). Dataset: herg_karim. (1) The drug is Cc1cc(CN2CCN(c3c(Cl)cnc4[nH]c(-c5cccc(N6CCN(C)CC6)c5)nc34)CC2)no1. The result is 1 (blocker). (2) The result is 0 (non-blocker). The compound is CCCNC(C)C(=O)Nc1c(C)csc1C(=O)OC. (3) The drug is COc1ccc2nccc(C(O)C[C@@H]3CC[C@@H](NCc4ccc5c(n4)NC(=O)CS5)CO3)c2n1. The result is 1 (blocker).